Dataset: Full USPTO retrosynthesis dataset with 1.9M reactions from patents (1976-2016). Task: Predict the reactants needed to synthesize the given product. (1) Given the product [Br:1][C:2]1[C:3]([CH3:12])=[CH:4][C:5]([NH:39][CH:36]2[CH2:35][CH2:34][N:33]([C@H:30]3[CH2:31][CH2:32][C@H:27]([O:26][CH2:24][CH3:25])[CH2:28][CH2:29]3)[CH2:38][CH2:37]2)=[C:6]([N+:8]([O-:10])=[O:9])[CH:7]=1, predict the reactants needed to synthesize it. The reactants are: [Br:1][C:2]1[CH:7]=[C:6]([N+:8]([O-:10])=[O:9])[C:5](F)=[CH:4][C:3]=1[CH3:12].C(N(C(C)C)CC)(C)C.Cl.Cl.[CH2:24]([O:26][C@H:27]1[CH2:32][CH2:31][C@H:30]([N:33]2[CH2:38][CH2:37][CH:36]([NH2:39])[CH2:35][CH2:34]2)[CH2:29][CH2:28]1)[CH3:25]. (2) Given the product [C:8]([C:12]1[CH:17]=[CH:16][C:15]([NH:18][C:19]2[C:20]3[CH2:30][CH2:29][NH:28][CH2:27][C:21]=3[N:22]=[C:23]([S:25][CH3:26])[N:24]=2)=[CH:14][CH:13]=1)([CH3:11])([CH3:9])[CH3:10], predict the reactants needed to synthesize it. The reactants are: ClC(OC(Cl)C)=O.[C:8]([C:12]1[CH:17]=[CH:16][C:15]([NH:18][C:19]2[C:20]3[CH2:30][CH2:29][N:28](CC4C=CC=CC=4)[CH2:27][C:21]=3[N:22]=[C:23]([S:25][CH3:26])[N:24]=2)=[CH:14][CH:13]=1)([CH3:11])([CH3:10])[CH3:9].C(N(C(C)C)CC)(C)C. (3) Given the product [F:23][C:4]([F:3])([F:22])[C:5]1[CH:6]=[C:7]([C@H:15]2[O:19][C:18](=[O:20])[N:17]([CH2:44][C:35]3[CH:36]=[C:37]([C:40]([F:41])([F:42])[F:43])[CH:38]=[CH:39][C:34]=3[C:28]3[CH:29]=[C:30]([CH:31]([CH3:33])[CH3:32])[C:25]([F:24])=[CH:26][C:27]=3[OH:46])[C@H:16]2[CH3:21])[CH:8]=[C:9]([C:11]([F:12])([F:13])[F:14])[CH:10]=1, predict the reactants needed to synthesize it. The reactants are: [H-].[Na+].[F:3][C:4]([F:23])([F:22])[C:5]1[CH:6]=[C:7]([C@H:15]2[O:19][C:18](=[O:20])[NH:17][C@H:16]2[CH3:21])[CH:8]=[C:9]([C:11]([F:14])([F:13])[F:12])[CH:10]=1.[F:24][C:25]1[C:30]([CH:31]([CH3:33])[CH3:32])=[CH:29][C:28]([C:34]2[CH:39]=[CH:38][C:37]([C:40]([F:43])([F:42])[F:41])=[CH:36][C:35]=2[CH2:44]I)=[C:27]([O:46]C2CCCCO2)[CH:26]=1.C1(C)C=CC(S(O)(=O)=O)=CC=1. (4) Given the product [Br:1][C:2]1[CH:3]=[C:4]2[C:8](=[CH:9][CH:10]=1)[NH:7][C:6](=[O:11])/[C:5]/2=[CH:12]/[C:13]1[CH:21]=[C:20]2[C:16]([C:17](/[CH:30]=[CH:31]/[C:32]3[CH:33]=[CH:34][N:35]=[CH:36][CH:37]=3)=[N:18][NH:19]2)=[CH:15][CH:14]=1, predict the reactants needed to synthesize it. The reactants are: [Br:1][C:2]1[CH:3]=[C:4]2[C:8](=[CH:9][CH:10]=1)[NH:7][C:6](=[O:11])/[C:5]/2=[CH:12]/[C:13]1[CH:21]=[C:20]2[C:16]([C:17](/[CH:30]=[CH:31]/[C:32]3[CH:37]=[CH:36][N:35]=[CH:34][CH:33]=3)=[N:18][N:19]2COCC[Si](C)(C)C)=[CH:15][CH:14]=1. (5) Given the product [CH:21]([OH:27])=[O:22].[NH2:20][CH:13]([C:14]1[CH:15]=[CH:16][CH:17]=[CH:18][CH:19]=1)[C:11]([NH:10][C:7]1[CH:8]=[CH:9][C:4]([CH:1]([CH3:3])[CH3:2])=[CH:5][CH:6]=1)=[O:12], predict the reactants needed to synthesize it. The reactants are: [CH:1]([C:4]1[CH:9]=[CH:8][C:7]([NH:10][C:11]([CH:13]([NH:20][C:21](=[O:27])[O:22]C(C)(C)C)[C:14]2[CH:19]=[CH:18][CH:17]=[CH:16][CH:15]=2)=[O:12])=[CH:6][CH:5]=1)([CH3:3])[CH3:2].